From a dataset of Forward reaction prediction with 1.9M reactions from USPTO patents (1976-2016). Predict the product of the given reaction. (1) Given the reactants Br[CH2:2][C:3]([C:5]1[CH:10]=[CH:9][CH:8]=[C:7]([O:11][CH3:12])[CH:6]=1)=O.[CH:13]([NH2:15])=O.C(Cl)Cl.CO.[NH4+:21].[OH-], predict the reaction product. The product is: [CH3:12][O:11][C:7]1[CH:6]=[C:5]([C:3]2[NH:15][CH:13]=[N:21][CH:2]=2)[CH:10]=[CH:9][CH:8]=1. (2) Given the reactants [Na+].[CH3:2][S:3]([O-:5])=[O:4].[F:6][C:7]1[CH:8]=[C:9]([CH:12]=[CH:13][C:14]=1F)[CH:10]=[O:11], predict the reaction product. The product is: [F:6][C:7]1[CH:8]=[C:9]([CH:12]=[CH:13][C:14]=1[S:3]([CH3:2])(=[O:5])=[O:4])[CH:10]=[O:11].